This data is from Full USPTO retrosynthesis dataset with 1.9M reactions from patents (1976-2016). The task is: Predict the reactants needed to synthesize the given product. (1) The reactants are: [N:1]#[C:2]Br.C(=O)([O-])[O-].[Na+].[Na+].[O:10]1[CH2:14][CH2:13][O:12][CH:11]1[C:15]1[CH:20]=[CH:19][C:18]([C:21]2[C:30]([C:31]3[CH:36]=[CH:35][CH:34]=[CH:33][CH:32]=3)=[CH:29][C:28]3[C:23](=[CH:24][CH:25]=[N:26][C:27]=3[NH:37][NH2:38])[N:22]=2)=[CH:17][CH:16]=1. Given the product [O:12]1[CH2:13][CH2:14][O:10][CH:11]1[C:15]1[CH:20]=[CH:19][C:18]([C:21]2[C:30]([C:31]3[CH:36]=[CH:35][CH:34]=[CH:33][CH:32]=3)=[CH:29][C:28]3[C:27]4=[N:37][N:38]=[C:2]([NH2:1])[N:26]4[CH:25]=[CH:24][C:23]=3[N:22]=2)=[CH:17][CH:16]=1, predict the reactants needed to synthesize it. (2) The reactants are: [Cl:1][C:2]1[CH:7]=[CH:6][C:5]([NH:8][C:9]([C@@:11]23[C:17]([CH3:19])([CH3:18])[C@@:14]([CH3:20])([CH2:15][CH2:16]2)[C:13](=[O:21])[O:12]3)=[O:10])=[C:4]([C@@:22]([OH:32])([C:27]#[C:28][CH:29]2[CH2:31][CH2:30]2)[C:23]([F:26])([F:25])[F:24])[CH:3]=1.ClCCl.C(N(CC)CC)C.Cl[C:44]([O:46][CH:47]([Cl:49])[CH3:48])=[O:45]. Given the product [C:44](=[O:45])([O:46][CH:47]([Cl:49])[CH3:48])[O:32][C@:22]([C:4]1[CH:3]=[C:2]([Cl:1])[CH:7]=[CH:6][C:5]=1[NH:8][C:9]([C@@:11]12[C:17]([CH3:18])([CH3:19])[C@@:14]([CH3:20])([CH2:15][CH2:16]1)[C:13](=[O:21])[O:12]2)=[O:10])([C:27]#[C:28][CH:29]1[CH2:31][CH2:30]1)[C:23]([F:24])([F:25])[F:26], predict the reactants needed to synthesize it.